This data is from Catalyst prediction with 721,799 reactions and 888 catalyst types from USPTO. The task is: Predict which catalyst facilitates the given reaction. (1) Reactant: FC1C=CC(C[O:7][C:8]2[C:13]([C:14]3[CH:19]=[CH:18][CH:17]=[C:16]([C:20]([C:22]4[CH:27]=[CH:26][CH:25]=[CH:24][CH:23]=4)=[CH2:21])[N:15]=3)=[CH:12][CH:11]=[CH:10][C:9]=2[C:28]2[CH:33]=[CH:32][CH:31]=[CH:30][CH:29]=2)=CC=1. Product: [C:22]1([CH:20]([C:16]2[N:15]=[C:14]([C:13]3[CH:12]=[CH:11][CH:10]=[C:9]([C:28]4[CH:29]=[CH:30][CH:31]=[CH:32][CH:33]=4)[C:8]=3[OH:7])[CH:19]=[CH:18][CH:17]=2)[CH3:21])[CH:23]=[CH:24][CH:25]=[CH:26][CH:27]=1. The catalyst class is: 29. (2) Reactant: [CH2:1]([OH:6])[C:2]([Br:5])([Br:4])[Br:3].C(N(CC)CC)C.[C:14](Cl)(=[O:17])[CH:15]=[CH2:16].O. Product: [Br:3][C:2]([Br:5])([Br:4])[CH2:1][O:6][C:14](=[O:17])[CH:15]=[CH2:16]. The catalyst class is: 27.